Dataset: CYP2D6 inhibition data for predicting drug metabolism from PubChem BioAssay. Task: Regression/Classification. Given a drug SMILES string, predict its absorption, distribution, metabolism, or excretion properties. Task type varies by dataset: regression for continuous measurements (e.g., permeability, clearance, half-life) or binary classification for categorical outcomes (e.g., BBB penetration, CYP inhibition). Dataset: cyp2d6_veith. (1) The drug is CCSc1nc2nc(C)cc(C)n2n1. The result is 0 (non-inhibitor). (2) The molecule is C[N+](C)(C)CCCCCC[N+](C)(C)C.O.O.[Br-].[Br-]. The result is 0 (non-inhibitor). (3) The drug is CC(C)c1ccc(N2C(=O)CC(Sc3nc4ccccc4o3)C2=O)cc1. The result is 0 (non-inhibitor).